Dataset: Reaction yield outcomes from USPTO patents with 853,638 reactions. Task: Predict the reaction yield, written as a fraction of the theoretical maximum amount of product (1.0 means a 100% yield; for example, 0.34 means a 34% yield). (1) The reactants are Cl[C:2]1[N:7]=[C:6]([NH:8][CH2:9][C:10]2[CH:11]=[N:12][CH:13]=[CH:14][CH:15]=2)[C:5]([F:16])=[CH:4][N:3]=1.[NH2:17][C:18]1[CH:19]=[C:20]([OH:24])[CH:21]=[CH:22][CH:23]=1. No catalyst specified. The product is [F:16][C:5]1[C:6]([NH:8][CH2:9][C:10]2[CH:11]=[N:12][CH:13]=[CH:14][CH:15]=2)=[N:7][C:2]([NH:17][C:18]2[CH:23]=[CH:22][CH:21]=[C:20]([OH:24])[CH:19]=2)=[N:3][CH:4]=1. The yield is 0.430. (2) The reactants are [OH:1][CH:2]([CH2:23][OH:24])[CH2:3][N:4]1[CH:9]=[CH:8][C:7](=[O:10])[C:6]([O:11][CH2:12][C:13]2[CH:18]=[CH:17][CH:16]=[CH:15][CH:14]=2)=[C:5]1[C:19]([O:21][CH3:22])=[O:20].[Br:25]N1C(=O)CCC1=O. The catalyst is CN(C=O)C. The product is [Br:25][C:8]1[C:7](=[O:10])[C:6]([O:11][CH2:12][C:13]2[CH:14]=[CH:15][CH:16]=[CH:17][CH:18]=2)=[C:5]([C:19]([O:21][CH3:22])=[O:20])[N:4]([CH2:3][CH:2]([OH:1])[CH2:23][OH:24])[CH:9]=1. The yield is 0.916.